From a dataset of Reaction yield outcomes from USPTO patents with 853,638 reactions. Predict the reaction yield, written as a fraction of the theoretical maximum amount of product (1.0 means a 100% yield; for example, 0.34 means a 34% yield). (1) The reactants are [CH3:1][C:2]1[CH:3]=[CH:4][C:5]([NH2:8])=[N:6][CH:7]=1.[Al](Cl)(C)C.[CH3:13][N:14]([CH3:39])[C:15]([C:17]1[N:22]=[CH:21][C:20]([O:23][C:24]2[C:29]3[CH:30]=[C:31]([CH3:33])[O:32][C:28]=3[CH:27]=[C:26]([C:34](OCC)=[O:35])[CH:25]=2)=[CH:19][CH:18]=1)=[O:16]. The catalyst is ClCCCl.C(Cl)Cl. The product is [CH3:39][N:14]([CH3:13])[C:15]([C:17]1[CH:18]=[CH:19][C:20]([O:23][C:24]2[C:29]3[CH:30]=[C:31]([CH3:33])[O:32][C:28]=3[CH:27]=[C:26]([C:34]([NH:8][C:5]3[CH:4]=[CH:3][C:2]([CH3:1])=[CH:7][N:6]=3)=[O:35])[CH:25]=2)=[CH:21][N:22]=1)=[O:16]. The yield is 0.850. (2) The reactants are CO.[F:3][C:4]1[CH:9]=[CH:8][C:7]([F:10])=[CH:6][C:5]=1[C@H:11]1[CH2:15][CH2:14][CH2:13][N:12]1[C:16]1[CH:21]=[CH:20][N:19]2[N:22]=[CH:23][C:24]([NH:25][C:26]([N:28]3[CH2:31][C:30]([OH:33])([CH3:32])[CH2:29]3)=[O:27])=[C:18]2[N:17]=1.[ClH:34]. The catalyst is O1CCOCC1. The product is [ClH:34].[F:3][C:4]1[CH:9]=[CH:8][C:7]([F:10])=[CH:6][C:5]=1[C@H:11]1[CH2:15][CH2:14][CH2:13][N:12]1[C:16]1[CH:21]=[CH:20][N:19]2[N:22]=[CH:23][C:24]([NH:25][C:26]([N:28]3[CH2:31][C:30]([OH:33])([CH3:32])[CH2:29]3)=[O:27])=[C:18]2[N:17]=1. The yield is 0.750.